The task is: Predict the reactants needed to synthesize the given product.. This data is from Full USPTO retrosynthesis dataset with 1.9M reactions from patents (1976-2016). (1) Given the product [Cl:1][C:2]1[C:10]2[N:9]=[C:8]3[N:11]([C:15]4[CH:20]=[CH:19][C:18]([O:21][CH3:22])=[CH:17][C:16]=4[Cl:23])[CH2:12][CH2:13][CH2:14][N:7]3[C:6]=2[C:5]([CH:24]([CH:26]2[CH2:28][CH2:27]2)[O:25][CH2:62][C:61]([F:65])([F:64])[F:60])=[CH:4][CH:3]=1, predict the reactants needed to synthesize it. The reactants are: [Cl:1][C:2]1[C:10]2[N:9]=[C:8]3[N:11]([C:15]4[CH:20]=[CH:19][C:18]([O:21][CH3:22])=[CH:17][C:16]=4[Cl:23])[CH2:12][CH2:13][CH2:14][N:7]3[C:6]=2[C:5]([CH:24]([CH:26]2[CH2:28][CH2:27]2)[OH:25])=[CH:4][CH:3]=1.N(C(N1CCCCC1)=O)=NC(N1CCCCC1)=O.C(P(CCCC)CCCC)CCC.[F:60][C:61]([F:65])([F:64])[CH2:62]O. (2) Given the product [C:22]([O:17][C:16](=[O:18])[CH2:15][CH2:14][CH2:13][CH2:12][N:3]1[C:4](=[O:11])[C:5]2[C:10](=[CH:9][CH:8]=[CH:7][CH:6]=2)[C:2]1=[O:1])([CH3:25])([CH3:24])[CH3:23], predict the reactants needed to synthesize it. The reactants are: [O:1]=[C:2]1[C:10]2[C:5](=[CH:6][CH:7]=[CH:8][CH:9]=2)[C:4](=[O:11])[N:3]1[CH2:12][CH2:13][CH2:14][CH2:15][C:16]([OH:18])=[O:17].C(OC(O[C:22]([CH3:25])([CH3:24])[CH3:23])=O)(O[C:22]([CH3:25])([CH3:24])[CH3:23])=O. (3) Given the product [Cl:1][C:2]1[CH:32]=[CH:31][CH:30]=[C:29]([CH:33]2[CH2:34][CH2:35]2)[C:3]=1[C:4]([N:6]1[C:14]2[C:9](=[C:10]([F:15])[CH:11]=[CH:12][CH:13]=2)[C:8]([C:16]2[CH2:21][CH2:20][CH:19]([C:22]([OH:24])=[O:23])[CH2:18][CH:17]=2)=[N:7]1)=[O:5], predict the reactants needed to synthesize it. The reactants are: [Cl:1][C:2]1[CH:32]=[CH:31][CH:30]=[C:29]([CH:33]2[CH2:35][CH2:34]2)[C:3]=1[C:4]([N:6]1[C:14]2[C:9](=[C:10]([F:15])[CH:11]=[CH:12][CH:13]=2)[C:8]([C:16]2[CH2:21][CH2:20][CH:19]([C:22]([O:24]C(C)(C)C)=[O:23])[CH2:18][CH:17]=2)=[N:7]1)=[O:5].C(O)(C(F)(F)F)=O. (4) Given the product [Br:17][C:18]1[CH:23]=[CH:22][CH:21]=[CH:20][C:19]=1[C@H:24]1[O:2][C@@H:25]1[CH2:26][OH:27].[Br:17][C:18]1[CH:23]=[CH:22][CH:21]=[CH:20][C:19]=1[C@@H:24]1[O:33][C@H:25]1[CH2:26][OH:27], predict the reactants needed to synthesize it. The reactants are: C([C@H]([C@@H](C(OC(C)C)=O)O)O)(OC(C)C)=[O:2].[Br:17][C:18]1[CH:23]=[CH:22][CH:21]=[CH:20][C:19]=1/[CH:24]=[CH:25]/[CH2:26][OH:27].[OH-].[Na+].[Cl-].[Na+].C(=O)=[O:33]. (5) The reactants are: Br[C:2]1[CH:3]=[N:4][C:5]([C:8]([F:11])([F:10])[F:9])=[N:6][CH:7]=1.[CH2:12]([O:14][C:15](=[O:19])[CH2:16][C:17]#[N:18])[CH3:13].CC([O-])(C)C.[K+].CC(O)=O. Given the product [CH2:12]([O:14][C:15](=[O:19])[CH:16]([C:17]#[N:18])[C:2]1[CH:3]=[N:4][C:5]([C:8]([F:11])([F:10])[F:9])=[N:6][CH:7]=1)[CH3:13], predict the reactants needed to synthesize it. (6) Given the product [CH2:15]([NH:14][C:13]([C@H:11]([CH3:12])[CH2:10][C@H:9]([OH:20])[C@@H:8]([NH:7][C:6]([C:31]1[C:30]2[CH:43]=[CH:44][C:27]([Cl:26])=[CH:28][C:29]=2[O:35][C:34]2[CH:36]=[CH:37][CH:38]=[CH:39][C:33]=2[CH:32]=1)=[O:25])[CH2:21][CH:22]([CH3:23])[CH3:24])=[O:19])[CH2:16][CH2:17][CH3:18], predict the reactants needed to synthesize it. The reactants are: C(O[C:6](=[O:25])[NH:7][C@@H:8]([CH2:21][CH:22]([CH3:24])[CH3:23])[C@@H:9]([OH:20])[CH2:10][C@H:11]([C:13](=[O:19])[NH:14][CH2:15][CH2:16][CH2:17][CH3:18])[CH3:12])(C)(C)C.[Cl:26][C:27]1[CH:44]=[CH:43][C:30]2[C:31](C(O)=O)=[CH:32][C:33]3[CH:39]=[CH:38][CH:37]=[CH:36][C:34]=3[O:35][C:29]=2[CH:28]=1.C1C=CC2N(O)N=NC=2C=1.CCN=C=NCCCN(C)C.Cl.C(N(CC)CC)C. (7) Given the product [CH2:51]([O:53][C:54]([C:56]1[C:64]2[N:63]=[C:62]([NH:65][C:15]([C:7]3[N:8]=[CH:9][C:10]4[C:5]([CH:6]=3)=[CH:4][C:3]([O:2][CH3:1])=[C:12]([O:13][CH3:14])[CH:11]=4)=[O:17])[NH:61][C:60]=2[CH:59]=[C:58]([O:66][CH2:67][CH3:68])[CH:57]=1)=[O:55])[CH3:52], predict the reactants needed to synthesize it. The reactants are: [CH3:1][O:2][C:3]1[CH:4]=[C:5]2[C:10](=[CH:11][C:12]=1[O:13][CH3:14])[CH:9]=[N:8][C:7]([C:15]([OH:17])=O)=[CH:6]2.CN(C(ON1N=NC2C=CC=CC1=2)=[N+](C)C)C.F[P-](F)(F)(F)(F)F.CCN(C(C)C)C(C)C.[CH2:51]([O:53][C:54]([C:56]1[C:64]2[N:63]=[C:62]([NH2:65])[NH:61][C:60]=2[CH:59]=[C:58]([O:66][CH2:67][CH3:68])[CH:57]=1)=[O:55])[CH3:52].